Dataset: Catalyst prediction with 721,799 reactions and 888 catalyst types from USPTO. Task: Predict which catalyst facilitates the given reaction. Reactant: [C:1]([CH:3]([CH2:7][C:8]1[CH:13]=[CH:12][C:11]([O:14][CH3:15])=[CH:10][C:9]=1[CH3:16])C(O)=O)#[N:2].O. Product: [CH3:15][O:14][C:11]1[CH:12]=[CH:13][C:8]([CH2:7][CH2:3][C:1]#[N:2])=[C:9]([CH3:16])[CH:10]=1. The catalyst class is: 44.